The task is: Predict the reaction yield, written as a fraction of the theoretical maximum amount of product (1.0 means a 100% yield; for example, 0.34 means a 34% yield).. This data is from Reaction yield outcomes from USPTO patents with 853,638 reactions. (1) The reactants are [C:1](N)(=O)C1C=CC=CC=1.CN(C)C(=O)[C:13]1[CH:18]=[CH:17][CH:16]=[CH:15][C:14]=1[CH:19]1[CH2:24][CH2:23][C:22](=[O:25])[CH2:21][CH2:20]1.[O:43]=[C:32]([NH:31][C@@H:30]1CCNC1)[CH2:30][NH:31][C:32](=[O:43])C1C=CC=C(C(F)(F)F)C=1.C(O[BH-](OC(=O)C)OC(=O)C)(=O)C.[Na+]. The catalyst is C(Cl)Cl. The product is [CH3:30][N:31]([CH3:1])[C:32](=[O:43])[C:17]1[CH:18]=[CH:13][C:14]([CH:19]2[CH2:20][CH2:21][C:22](=[O:25])[CH2:23][CH2:24]2)=[CH:15][CH:16]=1. The yield is 0.220. (2) The reactants are C(NC1C(=O)OC2C(C=1)=CC(N)=CC=2)(=O)C.[N+:17]([C:20]1[CH:21]=[C:22]2[C:27](=[CH:28][CH:29]=1)[O:26][C:25](=[O:30])[C:24]([C:31]1[CH:36]=[CH:35][C:34]([N+:37]([O-])=O)=[CH:33][CH:32]=1)=[CH:23]2)([O-])=O.[BH4-].[Na+]. The catalyst is [Pd].O.CO. The product is [NH2:17][C:20]1[CH:21]=[C:22]2[C:27](=[CH:28][CH:29]=1)[O:26][C:25](=[O:30])[C:24]([C:31]1[CH:36]=[CH:35][C:34]([NH2:37])=[CH:33][CH:32]=1)=[CH:23]2. The yield is 0.630. (3) The reactants are O[C:2]1[C:6]([CH3:8])([CH3:7])[O:5][C:4](=[O:9])[CH:3]=1.C(Br)(=O)C([Br:13])=O. The catalyst is ClCCCl.CN(C=O)C. The product is [Br:13][C:2]1[C:6]([CH3:8])([CH3:7])[O:5][C:4](=[O:9])[CH:3]=1. The yield is 0.860. (4) The reactants are Br[C:2]1[CH:11]=[C:10]2[C:5]([CH:6]=[CH:7][C:8]([N:12]3[CH2:17][CH2:16][O:15][CH2:14][CH2:13]3)=[N:9]2)=[N:4][CH:3]=1.[NH2:18][C:19]1[O:20][C:21]2[CH:27]=[CH:26][C:25](B(O)O)=[CH:24][C:22]=2[N:23]=1.C([O-])([O-])=O.[Na+].[Na+]. The catalyst is O1CCOCC1.O.C1C=CC([P]([Pd]([P](C2C=CC=CC=2)(C2C=CC=CC=2)C2C=CC=CC=2)([P](C2C=CC=CC=2)(C2C=CC=CC=2)C2C=CC=CC=2)[P](C2C=CC=CC=2)(C2C=CC=CC=2)C2C=CC=CC=2)(C2C=CC=CC=2)C2C=CC=CC=2)=CC=1. The product is [O:15]1[CH2:16][CH2:17][N:12]([C:8]2[N:9]=[C:10]3[C:5](=[CH:6][CH:7]=2)[N:4]=[CH:3][C:2]([C:25]2[CH:26]=[CH:27][C:21]4[O:20][C:19]([NH2:18])=[N:23][C:22]=4[CH:24]=2)=[CH:11]3)[CH2:13][CH2:14]1. The yield is 0.672. (5) The reactants are [C:1]([O:5][C:6]([N:8]1[CH2:13][CH2:12][N:11]([C:14]2[C:22]3[CH:21]=[C:20](C(O)=O)[S:19][C:18]=3[CH:17]=[CH:16][CH:15]=2)[CH2:10][CH2:9]1)=[O:7])([CH3:4])([CH3:3])[CH3:2]. The catalyst is N1C2C(=CC=CC=2)C=CC=1. The product is [S:19]1[CH:20]=[CH:21][C:22]2[C:14]([N:11]3[CH2:10][CH2:9][N:8]([C:6]([O:5][C:1]([CH3:4])([CH3:3])[CH3:2])=[O:7])[CH2:13][CH2:12]3)=[CH:15][CH:16]=[CH:17][C:18]1=2. The yield is 0.700. (6) The reactants are [CH2:1]([O:3][C:4]([CH:6]1[CH2:11][NH:10][CH2:9][CH2:8][N:7]1[S:12]([C:15]1[CH:20]=[CH:19][C:18]([O:21][CH2:22][C:23]#[C:24][CH3:25])=[CH:17][CH:16]=1)(=[O:14])=[O:13])=[O:5])[CH3:2].C(N(CC)CC)C.[C:33](Cl)(=[O:35])[CH3:34]. The catalyst is ClCCl.CN(C1C=CN=CC=1)C.C(OCC)(=O)C. The product is [CH2:1]([O:3][C:4]([CH:6]1[CH2:11][N:10]([C:33](=[O:35])[CH3:34])[CH2:9][CH2:8][N:7]1[S:12]([C:15]1[CH:20]=[CH:19][C:18]([O:21][CH2:22][C:23]#[C:24][CH3:25])=[CH:17][CH:16]=1)(=[O:13])=[O:14])=[O:5])[CH3:2]. The yield is 0.680.